Dataset: Full USPTO retrosynthesis dataset with 1.9M reactions from patents (1976-2016). Task: Predict the reactants needed to synthesize the given product. Given the product [F:1][C:2]1[CH:7]=[C:6]([OH:8])[C:5]([F:10])=[CH:4][C:3]=1[C:11]1[C:12]([CH3:18])([CH3:17])[C:13](=[O:16])[NH:14][N:15]=1, predict the reactants needed to synthesize it. The reactants are: [F:1][C:2]1[CH:7]=[C:6]([O:8]C)[C:5]([F:10])=[CH:4][C:3]=1[C:11]1[C:12]([CH3:18])([CH3:17])[C:13](=[O:16])[NH:14][N:15]=1.[Cl-].[Al+3].[Cl-].[Cl-].